This data is from Forward reaction prediction with 1.9M reactions from USPTO patents (1976-2016). The task is: Predict the product of the given reaction. (1) Given the reactants O=C[C@@H]([C@H]([C@@H]([C@@H](CO)O)O)O)O.C1C=[N+]([C@@H]2O[C@H](COP(OP(OC[C@H]3O[C@@H](N4C5N=CN=C(N)C=5N=C4)[C@H](OP(O)(O)=O)[C@@H]3O)(O)=O)(O)=O)[C@@H](O)[C@H]2O)C=C(C(N)=O)C=1.[OH-].[Na+].[Cl:63][CH2:64][C:65](=[O:72])[CH2:66][C:67]([O:69][CH2:70][CH3:71])=[O:68], predict the reaction product. The product is: [Cl:63][CH2:64][CH:65]([OH:72])[CH2:66][C:67]([O:69][CH2:70][CH3:71])=[O:68]. (2) Given the reactants [NH:1]([C:6]([O:8][C:9]([CH3:12])([CH3:11])[CH3:10])=[O:7])[CH2:2][C:3]([OH:5])=O.Cl.[CH3:14][NH:15][O:16][CH3:17].C(N(CC)CC)C.CCN=C=NCCCN(C)C.Cl, predict the reaction product. The product is: [CH3:17][O:16][N:15]([CH3:14])[C:3](=[O:5])[CH2:2][NH:1][C:6](=[O:7])[O:8][C:9]([CH3:12])([CH3:11])[CH3:10]. (3) Given the reactants CS([C:5]1[N:10]=[C:9]([NH:11][C@H:12]2[CH2:17][CH2:16][CH2:15][N:14]([S:18]([CH2:21][CH:22]([CH3:24])[CH3:23])(=[O:20])=[O:19])[CH2:13]2)[C:8]([C:25]2[N:26]=[C:27]3[CH:33]=[CH:32][N:31]([CH2:34][O:35][CH2:36][CH2:37][Si:38]([CH3:41])([CH3:40])[CH3:39])[C:28]3=[N:29][CH:30]=2)=[CH:7][N:6]=1)(=O)=O.[OH-].[NH4+:43], predict the reaction product. The product is: [CH3:24][CH:22]([CH3:23])[CH2:21][S:18]([N:14]1[CH2:15][CH2:16][CH2:17][C@H:12]([NH:11][C:9]2[C:8]([C:25]3[N:26]=[C:27]4[CH:33]=[CH:32][N:31]([CH2:34][O:35][CH2:36][CH2:37][Si:38]([CH3:41])([CH3:40])[CH3:39])[C:28]4=[N:29][CH:30]=3)=[CH:7][N:6]=[C:5]([NH2:43])[N:10]=2)[CH2:13]1)(=[O:20])=[O:19]. (4) Given the reactants C(O[BH-](OC(=O)C)OC(=O)C)(=O)C.[Na+].[NH2:15][C:16]1[C:21]([NH2:22])=[CH:20][CH:19]=[C:18]([O:23][CH3:24])[N:17]=1.[C:25]([O:29][C:30]([N:32]1[CH2:37][CH2:36][C:35](=O)[CH2:34][CH2:33]1)=[O:31])([CH3:28])([CH3:27])[CH3:26], predict the reaction product. The product is: [NH2:15][C:16]1[C:21]([NH:22][CH:35]2[CH2:36][CH2:37][N:32]([C:30]([O:29][C:25]([CH3:28])([CH3:27])[CH3:26])=[O:31])[CH2:33][CH2:34]2)=[CH:20][CH:19]=[C:18]([O:23][CH3:24])[N:17]=1. (5) The product is: [CH3:1][O:2][C:3]([C:5]1([CH2:13][NH:14][C:28]([O:27][C:23]([CH3:26])([CH3:25])[CH3:24])=[O:29])[C:7]2([CH2:8][CH2:9][CH2:10][CH2:11][CH2:12]2)[CH2:6]1)=[O:4]. Given the reactants [CH3:1][O:2][C:3]([C:5]1([C:13]#[N:14])[C:7]2([CH2:12][CH2:11][CH2:10][CH2:9][CH2:8]2)[CH2:6]1)=[O:4].[BH4-].[Na+].C(=O)([O-])[O-].[K+].[K+].[C:23]([O:27][C:28](O[C:28]([O:27][C:23]([CH3:26])([CH3:25])[CH3:24])=[O:29])=[O:29])([CH3:26])([CH3:25])[CH3:24], predict the reaction product. (6) Given the reactants Br[CH2:2][C:3]([O:5][CH2:6][CH3:7])=[O:4].[NH:8]1[CH2:14][CH2:13][CH2:12][NH:11][CH2:10][CH2:9]1, predict the reaction product. The product is: [CH2:6]([O:5][C:3](=[O:4])[CH2:2][N:8]1[CH2:14][CH2:13][CH2:12][NH:11][CH2:10][CH2:9]1)[CH3:7]. (7) Given the reactants [CH3:1][O:2][C:3]1[C:8](B(O)O)=[CH:7][CH:6]=[CH:5][N:4]=1.[CH3:12][N:13]([C:23]1[CH:28]=[CH:27][C:26]([NH:29][C:30]([NH:32][C:33]2[CH:38]=[CH:37][CH:36]=[CH:35][CH:34]=2)=[O:31])=[CH:25][CH:24]=1)[S:14]([C:17]1[S:18][C:19](Br)=[CH:20][CH:21]=1)(=[O:16])=[O:15].C([O-])([O-])=O.[Na+].[Na+], predict the reaction product. The product is: [CH3:12][N:13]([C:23]1[CH:24]=[CH:25][C:26]([NH:29][C:30]([NH:32][C:33]2[CH:38]=[CH:37][CH:36]=[CH:35][CH:34]=2)=[O:31])=[CH:27][CH:28]=1)[S:14]([C:17]1[S:18][C:19]([C:8]2[C:3]([O:2][CH3:1])=[N:4][CH:5]=[CH:6][CH:7]=2)=[CH:20][CH:21]=1)(=[O:16])=[O:15].